This data is from Reaction yield outcomes from USPTO patents with 853,638 reactions. The task is: Predict the reaction yield, written as a fraction of the theoretical maximum amount of product (1.0 means a 100% yield; for example, 0.34 means a 34% yield). (1) The reactants are [Br:1][C:2]1[CH:3]=[C:4]([N:12]2[CH2:16][CH2:15][CH2:14][CH:13]2[CH3:17])[C:5]([CH3:11])=[C:6]([CH:10]=1)[C:7]([OH:9])=O.Cl.[NH2:19][CH2:20][C:21]1[C:22](=[O:29])[NH:23][C:24]([CH3:28])=[CH:25][C:26]=1[CH3:27].C1C=NC2N(O)N=NC=2C=1.CN1CCOCC1.C(Cl)CCl. The catalyst is ClCCl.CO. The product is [Br:1][C:2]1[CH:3]=[C:4]([N:12]2[CH2:16][CH2:15][CH2:14][CH:13]2[CH3:17])[C:5]([CH3:11])=[C:6]([CH:10]=1)[C:7]([NH:19][CH2:20][C:21]1[C:22](=[O:29])[NH:23][C:24]([CH3:28])=[CH:25][C:26]=1[CH3:27])=[O:9]. The yield is 0.890. (2) The reactants are C(OC([N:11]1[CH2:14][CH:13]([C:15]2[O:19][C:18]([CH:20]3[CH:25]([C:26]4[CH:31]=[CH:30][CH:29]=[CH:28][CH:27]=4)[CH2:24][CH2:23][CH2:22][N:21]3[C:32]([O:34][C:35]([CH3:38])([CH3:37])[CH3:36])=[O:33])=[N:17][N:16]=2)[CH2:12]1)=O)C1C=CC=CC=1.[H][H]. The catalyst is C(O)C.[Pd]. The product is [NH:11]1[CH2:14][CH:13]([C:15]2[O:19][C:18]([CH:20]3[CH:25]([C:26]4[CH:31]=[CH:30][CH:29]=[CH:28][CH:27]=4)[CH2:24][CH2:23][CH2:22][N:21]3[C:32]([O:34][C:35]([CH3:38])([CH3:37])[CH3:36])=[O:33])=[N:17][N:16]=2)[CH2:12]1. The yield is 1.00. (3) The catalyst is CN(C=O)C.O.Cl[Pd](Cl)([P](C1C=CC=CC=1)(C1C=CC=CC=1)C1C=CC=CC=1)[P](C1C=CC=CC=1)(C1C=CC=CC=1)C1C=CC=CC=1. The yield is 0.220. The reactants are Br[C:2]1[C:10]2[S:9][C:8]([NH:11][C:12]([NH:14][CH2:15][CH3:16])=[O:13])=[N:7][C:6]=2[CH:5]=[C:4]([N:17]2[CH:21]=[CH:20][CH:19]=[N:18]2)[CH:3]=1.[N:22]1[CH:27]=[CH:26][CH:25]=[C:24](B(O)O)[CH:23]=1.[O-]P([O-])([O-])=O.[K+].[K+].[K+]. The product is [CH2:15]([NH:14][C:12]([NH:11][C:8]1[S:9][C:10]2[C:2]([C:24]3[CH:23]=[N:22][CH:27]=[CH:26][CH:25]=3)=[CH:3][C:4]([N:17]3[CH:21]=[CH:20][CH:19]=[N:18]3)=[CH:5][C:6]=2[N:7]=1)=[O:13])[CH3:16]. (4) The reactants are COCCN(S(F)(F)F)CCOC.B(F)(F)F.CCOCC.[C:23]([O:31][CH2:32][C@@:33]1([CH3:40])[CH2:38][C:37](=O)[CH2:36][CH2:35][O:34]1)(=[O:30])[C:24]1[CH:29]=[CH:28][CH:27]=[CH:26][CH:25]=1.[FH:41].[FH:42].F.C(N(CC)CC)C.C[N+]1([O-])CCOCC1. The catalyst is C(Cl)Cl.CC(C)=O.CCOC(C)=O.[Os](=O)(=O)(=O)=O.O.C1COCC1. The product is [C:23]([O:31][CH2:32][C@@:33]1([CH3:40])[CH2:38][C:37]([F:42])([F:41])[CH2:36][CH2:35][O:34]1)(=[O:30])[C:24]1[CH:29]=[CH:28][CH:27]=[CH:26][CH:25]=1. The yield is 0.630.